Task: Regression. Given a peptide amino acid sequence and an MHC pseudo amino acid sequence, predict their binding affinity value. This is MHC class I binding data.. Dataset: Peptide-MHC class I binding affinity with 185,985 pairs from IEDB/IMGT (1) The peptide sequence is AVYNFATA. The MHC is H-2-Kb with pseudo-sequence H-2-Kb. The binding affinity (normalized) is 0.871. (2) The peptide sequence is HPDMDSLMI. The MHC is HLA-B53:01 with pseudo-sequence HLA-B53:01. The binding affinity (normalized) is 0.595. (3) The peptide sequence is TMYYKDVTV. The MHC is HLA-A02:01 with pseudo-sequence HLA-A02:01. The binding affinity (normalized) is 0.496.